Task: Predict the reactants needed to synthesize the given product.. Dataset: Full USPTO retrosynthesis dataset with 1.9M reactions from patents (1976-2016) (1) Given the product [F:15][C:12]1[CH:13]=[C:14]2[C:9]([C:8]([C:23]3[CH:24]=[CH:19][N:20]=[C:21]([NH:25][CH:26]4[CH2:31][C:30]([CH3:33])([CH3:32])[NH:29][C:28]([CH3:35])([CH3:34])[CH2:27]4)[N:22]=3)=[CH:7][NH:6]2)=[CH:10][CH:11]=1, predict the reactants needed to synthesize it. The reactants are: C([Si](C)(C)[N:6]1[C:14]2[C:9](=[CH:10][CH:11]=[C:12]([F:15])[CH:13]=2)[CH:8]=[CH:7]1)(C)(C)C.Cl[C:19]1[CH:24]=[CH:23][N:22]=[C:21]([NH:25][CH:26]2[CH2:31][C:30]([CH3:33])([CH3:32])[NH:29][C:28]([CH3:35])([CH3:34])[CH2:27]2)[N:20]=1.CCCC[N+](CCCC)(CCCC)CCCC.[F-]. (2) Given the product [C:2]1([C:8]2[S:12][C:11]([CH2:13][C:14]3[CH:15]=[CH:16][C:17]([O:18][CH2:19][C@H:20]4[CH2:24][CH2:23][CH2:22][N:21]4[CH2:28][CH2:29][CH2:30][C:31]([OH:33])=[O:32])=[CH:25][CH:26]=3)=[CH:10][CH:9]=2)[CH:3]=[CH:4][CH:5]=[CH:6][CH:7]=1, predict the reactants needed to synthesize it. The reactants are: Cl.[C:2]1([C:8]2[S:12][C:11]([CH2:13][C:14]3[CH:26]=[CH:25][C:17]([O:18][CH2:19][C@H:20]4[CH2:24][CH2:23][CH2:22][NH:21]4)=[CH:16][CH:15]=3)=[CH:10][CH:9]=2)[CH:7]=[CH:6][CH:5]=[CH:4][CH:3]=1.Br[CH2:28][CH2:29][CH2:30][C:31]([O:33]C)=[O:32]. (3) Given the product [Cl:1][C:2]1[C:11]2[N:10]=[C:9]([C:12]3[N:16]([C:17]4[C:22]([Cl:23])=[CH:21][CH:20]=[CH:19][N:18]=4)[N:15]=[C:14]([Cl:24])[CH:13]=3)[O:8][C:7](=[O:25])[C:6]=2[CH:5]=[C:4]([C:28]#[N:29])[CH:3]=1, predict the reactants needed to synthesize it. The reactants are: [Cl:1][C:2]1[C:11]2[N:10]=[C:9]([C:12]3[N:16]([C:17]4[C:22]([Cl:23])=[CH:21][CH:20]=[CH:19][N:18]=4)[N:15]=[C:14]([Cl:24])[CH:13]=3)[O:8][C:7](=[O:25])[C:6]=2[CH:5]=[C:4](I)[CH:3]=1.[Cu][C:28]#[N:29]. (4) Given the product [Cl:6][C:7]1[CH:40]=[CH:39][CH:38]=[CH:37][C:8]=1[CH2:9][N:10]1[C:18]2[C:17](=[O:19])[N:16]([CH3:20])[C:15](=[O:21])[N:14]([CH3:22])[C:13]=2[C:12]([CH:44]=[O:45])=[C:11]1[N:23]1[CH2:28][CH2:27][CH2:26][C@@H:25]([NH:29][C:30](=[O:36])[O:31][C:32]([CH3:34])([CH3:35])[CH3:33])[CH2:24]1, predict the reactants needed to synthesize it. The reactants are: P(Cl)(Cl)(Cl)=O.[Cl:6][C:7]1[CH:40]=[CH:39][CH:38]=[CH:37][C:8]=1[CH2:9][N:10]1[C:18]2[C:17](=[O:19])[N:16]([CH3:20])[C:15](=[O:21])[N:14]([CH3:22])[C:13]=2[CH:12]=[C:11]1[N:23]1[CH2:28][CH2:27][CH2:26][C@@H:25]([NH:29][C:30](=[O:36])[O:31][C:32]([CH3:35])([CH3:34])[CH3:33])[CH2:24]1.O.CN(C)[CH:44]=[O:45]. (5) Given the product [CH:1]1([C:7]2[NH:8][C:9]3[C:14]([CH:15]=2)=[CH:13][C:12]([N+:16]([O-:18])=[O:17])=[CH:11][CH:10]=3)[CH2:2][CH2:3][CH2:4][CH2:5][CH2:6]1, predict the reactants needed to synthesize it. The reactants are: [CH:1]1([C:7]2[N:8](S(C)(=O)=O)[C:9]3[C:14]([CH:15]=2)=[CH:13][C:12]([N+:16]([O-:18])=[O:17])=[CH:11][CH:10]=3)[CH2:6][CH2:5][CH2:4][CH2:3][CH2:2]1.[F-].C([N+](CCCC)(CCCC)CCCC)CCC.O.CCOC(C)=O. (6) Given the product [CH3:24][N:20]1[CH2:21][CH2:22][CH2:23][N:18]2[C:17](=[O:26])[N:16]=[C:15]([O:11][CH2:10][CH2:9][C:6]3[CH:5]=[CH:4][C:3]([C:2]([F:12])([F:13])[F:1])=[CH:8][CH:7]=3)[CH:25]=[C:19]12, predict the reactants needed to synthesize it. The reactants are: [F:1][C:2]([F:13])([F:12])[C:3]1[CH:8]=[CH:7][C:6]([CH2:9][CH2:10][OH:11])=[CH:5][CH:4]=1.Cl[C:15]1[CH:25]=[C:19]2[N:20]([CH3:24])[CH2:21][CH2:22][CH2:23][N:18]2[C:17](=[O:26])[N:16]=1.